Dataset: Reaction yield outcomes from USPTO patents with 853,638 reactions. Task: Predict the reaction yield, written as a fraction of the theoretical maximum amount of product (1.0 means a 100% yield; for example, 0.34 means a 34% yield). (1) The reactants are [NH2:1][C:2]1[CH:6]=[CH:5][O:4][N:3]=1.N1C=CC=CC=1.Cl[C:14]([O:16][C:17]1[CH:22]=[CH:21][CH:20]=[CH:19][CH:18]=1)=[O:15]. The catalyst is C(#N)C. The product is [O:4]1[CH:5]=[CH:6][C:2]([NH:1][C:14](=[O:15])[O:16][C:17]2[CH:22]=[CH:21][CH:20]=[CH:19][CH:18]=2)=[N:3]1. The yield is 0.970. (2) The reactants are [NH2:1][C:2]1[CH:7]=[CH:6][CH:5]=[CH:4][CH:3]=1.[H-].[Na+].[Cl:10][C:11]1[C:16]([CH:17]=[O:18])=[C:15](Cl)[N:14]=[C:13]([S:20][CH3:21])[N:12]=1.O. The catalyst is CS(C)=O.CCOC(C)=O. The product is [Cl:10][C:11]1[C:16]([CH:17]=[O:18])=[C:15]([NH:1][C:2]2[CH:7]=[CH:6][CH:5]=[CH:4][CH:3]=2)[N:14]=[C:13]([S:20][CH3:21])[N:12]=1. The yield is 0.760. (3) The reactants are [OH-:1].[Na+].C[O:4][C:5](=[O:51])[C@H:6]([O:20][C:21]1[C:26]([Br:27])=[CH:25][C:24]([C:28]2[CH:33]=[CH:32][C:31]([C:34]3[C:35]4[CH:49]=[CH:48][CH:47]=[CH:46][C:36]=4[S:37][C:38]=3[CH2:39][C:40]3[CH:45]=[CH:44][CH:43]=[CH:42][CH:41]=3)=[CH:30][CH:29]=2)=[CH:23][C:22]=1[Br:50])[CH2:7][CH2:8][N:9]1[C:17](=[O:18])[C:16]2[C:11](=[CH:12][CH:13]=[CH:14][CH:15]=2)[C:10]1=[O:19].CO.Cl. The catalyst is O.O1CCCC1. The product is [CH2:39]([C:38]1[S:37][C:36]2[CH:46]=[CH:47][CH:48]=[CH:49][C:35]=2[C:34]=1[C:31]1[CH:32]=[CH:33][C:28]([C:24]2[CH:23]=[C:22]([Br:50])[C:21]([O:20][C@@H:6]([C:5]([OH:4])=[O:51])[CH2:7][CH2:8][NH:9][C:10](=[O:19])[C:11]3[C:16](=[CH:15][CH:14]=[CH:13][CH:12]=3)[C:17]([OH:1])=[O:18])=[C:26]([Br:27])[CH:25]=2)=[CH:29][CH:30]=1)[C:40]1[CH:41]=[CH:42][CH:43]=[CH:44][CH:45]=1. The yield is 0.740. (4) The reactants are [NH2:1][C:2]1[CH:7]=[N:6][C:5]([O:8][CH3:9])=[CH:4][N:3]=1.N1C=CC=CC=1.Cl[C:17]([O:19][C:20]1[CH:25]=[CH:24][CH:23]=[CH:22][CH:21]=1)=[O:18].C(OCC)(=O)C. The catalyst is C1COCC1.O. The product is [C:20]1([O:19][C:17](=[O:18])[NH:1][C:2]2[CH:7]=[N:6][C:5]([O:8][CH3:9])=[CH:4][N:3]=2)[CH:25]=[CH:24][CH:23]=[CH:22][CH:21]=1. The yield is 0.850. (5) The reactants are [CH:1]1[C:6]([OH:7])=[CH:5][CH:4]=[C:3]([Br:8])[CH:2]=1.C(=O)([O-])[O-].[K+].[K+].[CH2:15](Cl)[C:16]1[CH:21]=[CH:20][CH:19]=[CH:18][CH:17]=1.O. The catalyst is CN(C)C=O. The product is [CH2:15]([O:7][C:6]1[CH:5]=[CH:4][C:3]([Br:8])=[CH:2][CH:1]=1)[C:16]1[CH:21]=[CH:20][CH:19]=[CH:18][CH:17]=1. The yield is 0.900.